From a dataset of SARS-CoV-2 main protease (3CLPro) crystallographic fragment screen with 879 compounds. Binary Classification. Given a drug SMILES string, predict its activity (active/inactive) in a high-throughput screening assay against a specified biological target. (1) The molecule is CCC(=O)O. The result is 0 (inactive). (2) The drug is CC(=O)Nc1ccncc1C. The result is 0 (inactive). (3) The compound is COc1ccc(Br)cc1CNC(C)=O. The result is 0 (inactive). (4) The molecule is CC(=O)N1CCCC1(C)C(=O)O. The result is 0 (inactive). (5) The molecule is Cc1cnc(N2CCNCC2)s1. The result is 0 (inactive). (6) The drug is Cc1ccc(C(N)=O)c(F)c1. The result is 0 (inactive). (7) The drug is Cc1ccc(NC(=O)c2ccccc2C)c(O)c1. The result is 0 (inactive). (8) The drug is O=C(NC[C@H]1CCCO1)N1CCOCC1. The result is 0 (inactive).